From a dataset of Forward reaction prediction with 1.9M reactions from USPTO patents (1976-2016). Predict the product of the given reaction. (1) Given the reactants [C:1]1([C:7]2[CH:11]=[CH:10][S:9][CH:8]=2)[CH:6]=[CH:5][CH:4]=[CH:3][CH:2]=1.[C:12](Cl)(=[O:14])[CH3:13].[Cl-].[Al+3].[Cl-].[Cl-], predict the reaction product. The product is: [C:1]1([C:7]2[CH:11]=[CH:10][S:9][C:8]=2[C:12](=[O:14])[CH3:13])[CH:2]=[CH:3][CH:4]=[CH:5][CH:6]=1.[C:1]1([C:7]2[CH:11]=[C:10]([C:12](=[O:14])[CH3:13])[S:9][CH:8]=2)[CH:2]=[CH:3][CH:4]=[CH:5][CH:6]=1. (2) Given the reactants [Br:1][C:2]1[CH:7]=[CH:6][C:5]2[C:8]3[C:13]([C:14]4([CH2:19][CH2:18][NH:17][CH2:16][CH2:15]4)[C:4]=2[CH:3]=1)=[CH:12][C:11]([Br:20])=[CH:10][CH:9]=3.[CH3:21][S:22](Cl)(=[O:24])=[O:23].CCN(CC)CC, predict the reaction product. The product is: [Br:1][C:2]1[CH:7]=[CH:6][C:5]2[C:8]3[C:13]([C:14]4([CH2:15][CH2:16][N:17]([S:22]([CH3:21])(=[O:24])=[O:23])[CH2:18][CH2:19]4)[C:4]=2[CH:3]=1)=[CH:12][C:11]([Br:20])=[CH:10][CH:9]=3. (3) Given the reactants [C-]#[N:2].[K+].O.[NH:5]1[C:9]([C@@H:10]([C:12]2[CH:17]=[CH:16][C:15]([NH:18][C:19]3[S:20][CH:21]=[C:22]([C:24]([F:27])([F:26])[F:25])[N:23]=3)=[CH:14][CH:13]=2)[CH3:11])=[CH:8]C=N1.C([O-])(=O)CC.CC(O)=O.[NH4+].[Cl-].[NH4+].[OH-], predict the reaction product. The product is: [NH2:5][CH:9]([C@@H:10]([C:12]1[CH:17]=[CH:16][C:15]([NH:18][C:19]2[S:20][CH:21]=[C:22]([C:24]([F:27])([F:26])[F:25])[N:23]=2)=[CH:14][CH:13]=1)[CH3:11])[C:8]#[N:2]. (4) Given the reactants [NH:1]([C:14]([O:16][C:17]([CH3:20])([CH3:19])[CH3:18])=[O:15])[C@H:2]([C:11](O)=[O:12])[CH2:3][C:4](=[O:10])[O:5][C:6]([CH3:9])([CH3:8])[CH3:7].CC(OC(OC(OC(C)(C)C)=O)=O)(C)C.C(=O)(O)[O-].[NH4+].C[N:42](C)C=O, predict the reaction product. The product is: [NH2:42][C:11](=[O:12])[C@@H:2]([NH:1][C:14]([O:16][C:17]([CH3:20])([CH3:19])[CH3:18])=[O:15])[CH2:3][C:4]([O:5][C:6]([CH3:9])([CH3:8])[CH3:7])=[O:10].